From a dataset of Catalyst prediction with 721,799 reactions and 888 catalyst types from USPTO. Predict which catalyst facilitates the given reaction. (1) The catalyst class is: 12. Product: [N:14]1([C:13]2[C:8]3[CH:7]=[CH:6][N:5]([CH2:4][CH:3]=[O:2])[C:9]=3[N:10]=[C:11]([C:20]3[CH:25]=[CH:24][C:23]([NH:26][C:27]([NH:29][C:30]4[CH:31]=[CH:32][N:33]=[CH:34][CH:35]=4)=[O:28])=[CH:22][CH:21]=3)[N:12]=2)[CH2:15][CH2:16][O:17][CH2:18][CH2:19]1. Reactant: C[O:2][CH:3](OC)[CH2:4][N:5]1[C:9]2[N:10]=[C:11]([C:20]3[CH:25]=[CH:24][C:23]([NH:26][C:27]([NH:29][C:30]4[CH:35]=[CH:34][N:33]=[CH:32][CH:31]=4)=[O:28])=[CH:22][CH:21]=3)[N:12]=[C:13]([N:14]3[CH2:19][CH2:18][O:17][CH2:16][CH2:15]3)[C:8]=2[CH:7]=[CH:6]1.Cl. (2) Reactant: [Br:1][C:2]1[CH:7]=[C:6]([O:8][CH2:9][CH3:10])[CH:5]=[C:4]([CH3:11])[N+:3]=1[O-].P(Cl)(Cl)Cl.O.C(#N)C. Product: [Br:1][C:2]1[CH:7]=[C:6]([O:8][CH2:9][CH3:10])[CH:5]=[C:4]([CH3:11])[N:3]=1. The catalyst class is: 13. (3) Reactant: [CH3:1][O:2][C:3](=[O:27])[CH2:4][C:5]1[CH:6]=[C:7]([C:13]2[CH:18]=[CH:17][C:16]([C:19]([F:22])([F:21])[F:20])=[CH:15][C:14]=2[CH2:23][N:24]=[N+]=[N-])[C:8]([O:11][CH3:12])=[CH:9][CH:10]=1. Product: [CH3:1][O:2][C:3](=[O:27])[CH2:4][C:5]1[CH:6]=[C:7]([C:13]2[CH:18]=[CH:17][C:16]([C:19]([F:20])([F:22])[F:21])=[CH:15][C:14]=2[CH2:23][NH2:24])[C:8]([O:11][CH3:12])=[CH:9][CH:10]=1. The catalyst class is: 43. (4) Reactant: Br[C:2]1[CH:7]=[CH:6][C:5]([P:8](=[O:11])([CH3:10])[CH3:9])=[CH:4][CH:3]=1.[B:12]1([B:12]2[O:16][C:15]([CH3:18])([CH3:17])[C:14]([CH3:20])([CH3:19])[O:13]2)[O:16][C:15]([CH3:18])([CH3:17])[C:14]([CH3:20])([CH3:19])[O:13]1.CC([O-])=O.[K+]. Product: [CH3:9][P:8]([C:5]1[CH:6]=[CH:7][C:2]([B:12]2[O:16][C:15]([CH3:18])([CH3:17])[C:14]([CH3:20])([CH3:19])[O:13]2)=[CH:3][CH:4]=1)([CH3:10])=[O:11]. The catalyst class is: 12.